Dataset: Forward reaction prediction with 1.9M reactions from USPTO patents (1976-2016). Task: Predict the product of the given reaction. Given the reactants [CH3:1][O:2][C:3]1[CH:23]=[CH:22][C:6]([CH2:7][O:8][CH2:9][C:10]2[CH:11]=[C:12]3[CH:18]=[C:17]([C:19]([OH:21])=O)[O:16][C:13]3=[N:14][CH:15]=2)=[CH:5][CH:4]=1.[Br:24][C:25]1[C:26]([NH2:31])=[N:27][CH:28]=[CH:29][CH:30]=1.CN1CCOCC1.F[P-](F)(F)(F)(F)F.CN(C)C(Cl)=[N+](C)C, predict the reaction product. The product is: [Br:24][C:25]1[C:26]([NH:31][C:19]([C:17]2[O:16][C:13]3=[N:14][CH:15]=[C:10]([CH2:9][O:8][CH2:7][C:6]4[CH:5]=[CH:4][C:3]([O:2][CH3:1])=[CH:23][CH:22]=4)[CH:11]=[C:12]3[CH:18]=2)=[O:21])=[N:27][CH:28]=[CH:29][CH:30]=1.